This data is from NCI-60 drug combinations with 297,098 pairs across 59 cell lines. The task is: Regression. Given two drug SMILES strings and cell line genomic features, predict the synergy score measuring deviation from expected non-interaction effect. (1) Drug 1: CC1OCC2C(O1)C(C(C(O2)OC3C4COC(=O)C4C(C5=CC6=C(C=C35)OCO6)C7=CC(=C(C(=C7)OC)O)OC)O)O. Drug 2: CC1=CC=C(C=C1)C2=CC(=NN2C3=CC=C(C=C3)S(=O)(=O)N)C(F)(F)F. Cell line: TK-10. Synergy scores: CSS=27.2, Synergy_ZIP=-0.877, Synergy_Bliss=2.27, Synergy_Loewe=-11.9, Synergy_HSA=1.05. (2) Drug 1: CC1OCC2C(O1)C(C(C(O2)OC3C4COC(=O)C4C(C5=CC6=C(C=C35)OCO6)C7=CC(=C(C(=C7)OC)O)OC)O)O. Drug 2: C1CC(CNC1)C2=CC=C(C=C2)N3C=C4C=CC=C(C4=N3)C(=O)N. Cell line: T-47D. Synergy scores: CSS=26.9, Synergy_ZIP=-4.73, Synergy_Bliss=-5.37, Synergy_Loewe=-6.97, Synergy_HSA=-1.67. (3) Drug 1: CC1=C(C=C(C=C1)C(=O)NC2=CC(=CC(=C2)C(F)(F)F)N3C=C(N=C3)C)NC4=NC=CC(=N4)C5=CN=CC=C5. Drug 2: CC1=C2C(C(=O)C3(C(CC4C(C3C(C(C2(C)C)(CC1OC(=O)C(C(C5=CC=CC=C5)NC(=O)C6=CC=CC=C6)O)O)OC(=O)C7=CC=CC=C7)(CO4)OC(=O)C)O)C)OC(=O)C. Cell line: SK-OV-3. Synergy scores: CSS=4.39, Synergy_ZIP=-1.64, Synergy_Bliss=3.54, Synergy_Loewe=-15.1, Synergy_HSA=-2.14. (4) Drug 1: CC1CCC2CC(C(=CC=CC=CC(CC(C(=O)C(C(C(=CC(C(=O)CC(OC(=O)C3CCCCN3C(=O)C(=O)C1(O2)O)C(C)CC4CCC(C(C4)OC)OCCO)C)C)O)OC)C)C)C)OC. Drug 2: C(CC(=O)O)C(=O)CN.Cl. Cell line: SW-620. Synergy scores: CSS=1.71, Synergy_ZIP=-0.294, Synergy_Bliss=3.38, Synergy_Loewe=-4.78, Synergy_HSA=-0.936.